Predict which catalyst facilitates the given reaction. From a dataset of Catalyst prediction with 721,799 reactions and 888 catalyst types from USPTO. Reactant: [Cl:1][C:2]1[C:3]([CH3:12])=[C:4]([S:8](Cl)(=[O:10])=[O:9])[CH:5]=[CH:6][CH:7]=1.Cl.[OH:14][C@@H:15]1[CH2:20][CH2:19][C@H:18]([N:21]2[CH2:25][CH2:24][C:23]3([CH2:30][CH2:29][CH2:28][NH:27][CH2:26]3)[C:22]2=[O:31])[CH2:17][CH2:16]1.CCN(C(C)C)C(C)C. Product: [Cl:1][C:2]1[C:3]([CH3:12])=[C:4]([S:8]([N:27]2[CH2:28][CH2:29][CH2:30][C:23]3([C:22](=[O:31])[N:21]([C@H:18]4[CH2:17][CH2:16][C@@H:15]([OH:14])[CH2:20][CH2:19]4)[CH2:25][CH2:24]3)[CH2:26]2)(=[O:10])=[O:9])[CH:5]=[CH:6][CH:7]=1. The catalyst class is: 124.